Dataset: Reaction yield outcomes from USPTO patents with 853,638 reactions. Task: Predict the reaction yield, written as a fraction of the theoretical maximum amount of product (1.0 means a 100% yield; for example, 0.34 means a 34% yield). (1) The reactants are [C:1]([C@H:4]1[CH2:8][CH2:7][CH2:6][N:5]1[C:9]([C:11]1[CH:12]=[C:13]([N:17]2[C:25]3[C:20](=[CH:21][C:22]([O:26][C@H:27]([C:38]4[CH:43]=[CH:42][CH:41]=[CH:40][CH:39]=4)[C@@H:28]([NH:30]C(=O)OC(C)(C)C)[CH3:29])=[CH:23][CH:24]=3)[CH:19]=[N:18]2)[CH:14]=[CH:15][CH:16]=1)=[O:10])(=[O:3])[NH2:2].Cl. The catalyst is C(OCC)(=O)C. The product is [NH2:30][C@@H:28]([CH3:29])[C@H:27]([O:26][C:22]1[CH:21]=[C:20]2[C:25](=[CH:24][CH:23]=1)[N:17]([C:13]1[CH:12]=[C:11]([C:9]([N:5]3[CH2:6][CH2:7][CH2:8][C@@H:4]3[C:1]([NH2:2])=[O:3])=[O:10])[CH:16]=[CH:15][CH:14]=1)[N:18]=[CH:19]2)[C:38]1[CH:43]=[CH:42][CH:41]=[CH:40][CH:39]=1. The yield is 0.730. (2) The reactants are [CH2:1]([N:6]1[C:14]2[C:9](=[CH:10][CH:11]=[CH:12][CH:13]=2)[C:8](=[O:15])[C:7]1=[O:16])[CH2:2][CH2:3][CH2:4][CH3:5].[CH2:17]1[O:25][C:24]2[C:19](=[CH:20][CH:21]=[C-:22][CH:23]=2)[O:18]1.[Mg+2].[Br-]. The catalyst is C1COCC1. The product is [O:18]1[C:19]2[CH:20]=[CH:21][C:22]([C:8]3([OH:15])[C:9]4[C:14](=[CH:13][CH:12]=[CH:11][CH:10]=4)[N:6]([CH2:1][CH2:2][CH2:3][CH2:4][CH3:5])[C:7]3=[O:16])=[CH:23][C:24]=2[O:25][CH2:17]1. The yield is 0.710.